The task is: Predict which catalyst facilitates the given reaction.. This data is from Catalyst prediction with 721,799 reactions and 888 catalyst types from USPTO. (1) Reactant: [C:1]([C:5]1[CH:6]=[C:7]2[C:12](=[C:13]([F:15])[CH:14]=1)[C:11](=[O:16])[N:10]([C:17]1[C:18]([CH2:51][OH:52])=[C:19]([C:23]3[CH:24]=[C:25]([NH:31][C:32]4[N:37]=[CH:36][C:35]([CH:38]5[CH2:43][CH2:42][N:41](C(OC(C)(C)C)=O)[CH2:40][CH2:39]5)=[CH:34][CH:33]=4)[C:26](=[O:30])[N:27]([CH3:29])[N:28]=3)[CH:20]=[CH:21][CH:22]=1)[N:9]=[CH:8]2)([CH3:4])([CH3:3])[CH3:2]. Product: [C:1]([C:5]1[CH:6]=[C:7]2[C:12](=[C:13]([F:15])[CH:14]=1)[C:11](=[O:16])[N:10]([C:17]1[CH:22]=[CH:21][CH:20]=[C:19]([C:23]3[CH:24]=[C:25]([NH:31][C:32]4[CH:33]=[CH:34][C:35]([CH:38]5[CH2:43][CH2:42][NH:41][CH2:40][CH2:39]5)=[CH:36][N:37]=4)[C:26](=[O:30])[N:27]([CH3:29])[N:28]=3)[C:18]=1[CH2:51][OH:52])[N:9]=[CH:8]2)([CH3:4])([CH3:2])[CH3:3]. The catalyst class is: 4. (2) Reactant: C1([C@@H]([O:9][C:10](=[O:25])[C@@H:11]([C:18]2[CH:23]=[CH:22][CH:21]=[CH:20][C:19]=2[F:24])[N:12]2[CH2:17][CH2:16][CH2:15][CH2:14][CH2:13]2)C)C=CC=CC=1. Product: [F:24][C:19]1[CH:20]=[CH:21][CH:22]=[CH:23][C:18]=1[C@@H:11]([N:12]1[CH2:17][CH2:16][CH2:15][CH2:14][CH2:13]1)[C:10]([OH:25])=[O:9]. The catalyst class is: 261. (3) Reactant: CCN(C(C)C)C(C)C.[C:10]1([NH2:17])[CH:15]=[CH:14][CH:13]=[CH:12][C:11]=1[NH2:16].CN(C(ON1N=NC2C=CC=NC1=2)=[N+](C)C)C.F[P-](F)(F)(F)(F)F.[CH2:42]([C:51]1[S:52][CH:53]=[C:54](/[CH:56]=[CH:57]/[C:58](O)=[O:59])[N:55]=1)[CH:43]=[CH:44][C:45]1[CH:50]=[CH:49][CH:48]=[CH:47][CH:46]=1.N. Product: [NH2:16][C:11]1[CH:12]=[CH:13][CH:14]=[CH:15][C:10]=1[NH:17][C:58](=[O:59])/[CH:57]=[CH:56]/[C:54]1[N:55]=[C:51]([CH2:42][CH:43]=[CH:44][C:45]2[CH:46]=[CH:47][CH:48]=[CH:49][CH:50]=2)[S:52][CH:53]=1. The catalyst class is: 61. (4) Reactant: S(=O)(=O)(O)O.[C:6]1([NH:12]N)[CH:11]=[CH:10][CH:9]=[CH:8][CH:7]=1.[C:14]1(=O)[CH2:18][CH2:17][CH2:16][CH2:15]1. Product: [CH2:16]1[C:15]2[C:7]3[CH:8]=[CH:9][CH:10]=[CH:11][C:6]=3[NH:12][C:14]=2[CH2:18][CH2:17]1. The catalyst class is: 6. (5) Reactant: [Cl:1][C:2]1[CH:7]=[CH:6][C:5]([S:8]([N:11]([C:15]2[C:16]([C:23](=[O:34])[C:24]3[CH:29]=[CH:28][CH:27]=[CH:26][C:25]=3[S:30]([CH3:33])(=[O:32])=[O:31])=[N:17][C:18]([CH3:22])=[C:19]([Cl:21])[CH:20]=2)COC)(=[O:10])=[O:9])=[CH:4][C:3]=1[C:35]([F:38])([F:37])[F:36].O. Product: [Cl:1][C:2]1[CH:7]=[CH:6][C:5]([S:8]([NH:11][C:15]2[C:16]([C:23](=[O:34])[C:24]3[CH:29]=[CH:28][CH:27]=[CH:26][C:25]=3[S:30]([CH3:33])(=[O:32])=[O:31])=[N:17][C:18]([CH3:22])=[C:19]([Cl:21])[CH:20]=2)(=[O:9])=[O:10])=[CH:4][C:3]=1[C:35]([F:38])([F:36])[F:37]. The catalyst class is: 89. (6) Reactant: C([Si](C)(C)[O:6][C:7]1[CH:12]=[C:11]([O:13][CH2:14][CH2:15][O:16][CH2:17][CH2:18][O:19][CH2:20][CH2:21][O:22][CH2:23][CH2:24][O:25][CH2:26][CH2:27][O:28][C:29]([C:42]2[CH:47]=[CH:46][CH:45]=[CH:44][CH:43]=2)([C:36]2[CH:41]=[CH:40][CH:39]=[CH:38][CH:37]=2)[C:30]2[CH:35]=[CH:34][CH:33]=[CH:32][CH:31]=2)[CH:10]=[C:9]([O:48][Si](C(C)(C)C)(C)C)[CH:8]=1)(C)(C)C.[F-].C([N+](CCCC)(CCCC)CCCC)CCC. Product: [C:29]([O:28][CH2:27][CH2:26][O:25][CH2:24][CH2:23][O:22][CH2:21][CH2:20][O:19][CH2:18][CH2:17][O:16][CH2:15][CH2:14][O:13][C:11]1[CH:12]=[C:7]([OH:6])[CH:8]=[C:9]([OH:48])[CH:10]=1)([C:42]1[CH:43]=[CH:44][CH:45]=[CH:46][CH:47]=1)([C:36]1[CH:37]=[CH:38][CH:39]=[CH:40][CH:41]=1)[C:30]1[CH:31]=[CH:32][CH:33]=[CH:34][CH:35]=1. The catalyst class is: 1. (7) Reactant: [F:1][C:2]1[CH:7]=[C:6]([F:8])[CH:5]=[CH:4][C:3]=1[CH2:9][C:10](Cl)=[O:11].[C:13]([O:17][C:18]([CH3:21])([CH3:20])[CH3:19])(=[O:16])[NH:14][NH2:15].CCN(C(C)C)C(C)C. Product: [F:1][C:2]1[CH:7]=[C:6]([F:8])[CH:5]=[CH:4][C:3]=1[CH2:9][C:10]([NH:15][NH:14][C:13]([O:17][C:18]([CH3:21])([CH3:20])[CH3:19])=[O:16])=[O:11]. The catalyst class is: 2.